Dataset: Merck oncology drug combination screen with 23,052 pairs across 39 cell lines. Task: Regression. Given two drug SMILES strings and cell line genomic features, predict the synergy score measuring deviation from expected non-interaction effect. Drug 1: CN1C(=O)C=CC2(C)C3CCC4(C)C(NC(=O)OCC(F)(F)F)CCC4C3CCC12. Drug 2: COC1=C2CC(C)CC(OC)C(O)C(C)C=C(C)C(OC(N)=O)C(OC)C=CC=C(C)C(=O)NC(=CC1=O)C2=O. Cell line: SW837. Synergy scores: synergy=-6.27.